From a dataset of Forward reaction prediction with 1.9M reactions from USPTO patents (1976-2016). Predict the product of the given reaction. (1) The product is: [CH:1]([O:4][C:5]1[CH:9]=[C:8]([CH2:10][CH2:11][CH2:12][OH:13])[N:7]([CH2:17][C:18]2[CH:23]=[CH:22][CH:21]=[CH:20][N:19]=2)[N:6]=1)([CH3:3])[CH3:2]. Given the reactants [CH:1]([O:4][C:5]1[CH:9]=[C:8]([CH2:10][CH2:11][C:12](OCC)=[O:13])[N:7]([CH2:17][C:18]2[CH:23]=[CH:22][CH:21]=[CH:20][N:19]=2)[N:6]=1)([CH3:3])[CH3:2].[H-].C([Al+]CC(C)C)C(C)C.C(O)C.[Cl-].[NH4+], predict the reaction product. (2) Given the reactants [C:1]1([B-:7]([C:20]2[CH:25]=[CH:24][CH:23]=[CH:22][CH:21]=2)([C:14]2[CH:19]=[CH:18][CH:17]=[CH:16][CH:15]=2)[C:8]2[CH:13]=[CH:12][CH:11]=[CH:10][CH:9]=2)[CH:6]=[CH:5][CH:4]=[CH:3][CH:2]=1.[Na+].[Cl-].[CH3:28][N+:29]([CH3:57])([CH2:39][CH2:40][CH2:41][CH2:42][CH2:43][CH2:44][CH2:45][CH2:46][CH2:47][CH2:48][CH2:49][CH2:50][CH2:51][CH2:52][CH2:53][CH2:54][CH2:55][CH3:56])[CH2:30][C:31]1[CH:36]=[CH:35][C:34]([CH:37]=[CH2:38])=[CH:33][CH:32]=1, predict the reaction product. The product is: [C:20]1([B-:7]([C:1]2[CH:2]=[CH:3][CH:4]=[CH:5][CH:6]=2)([C:8]2[CH:9]=[CH:10][CH:11]=[CH:12][CH:13]=2)[C:14]2[CH:19]=[CH:18][CH:17]=[CH:16][CH:15]=2)[CH:21]=[CH:22][CH:23]=[CH:24][CH:25]=1.[CH3:57][N+:29]([CH3:28])([CH2:39][CH2:40][CH2:41][CH2:42][CH2:43][CH2:44][CH2:45][CH2:46][CH2:47][CH2:48][CH2:49][CH2:50][CH2:51][CH2:52][CH2:53][CH2:54][CH2:55][CH3:56])[CH2:30][C:31]1[CH:36]=[CH:35][C:34]([CH:37]=[CH2:38])=[CH:33][CH:32]=1. (3) Given the reactants C(OC([N:8]1[CH2:13][CH2:12][CH:11]([C:14]2[NH:15][C:16](=[O:24])[C:17]3[C:22]([CH:23]=2)=[CH:21][CH:20]=[CH:19][CH:18]=3)[CH2:10][CH:9]1[CH2:25][OH:26])=O)(C)(C)C.C(OCC)(=O)C.[ClH:33], predict the reaction product. The product is: [ClH:33].[OH:26][CH2:25][CH:9]1[CH2:10][CH:11]([C:14]2[NH:15][C:16](=[O:24])[C:17]3[C:22]([CH:23]=2)=[CH:21][CH:20]=[CH:19][CH:18]=3)[CH2:12][CH2:13][NH:8]1. (4) Given the reactants [CH3:1][C:2]1[CH:7]=[CH:6][CH:5]=[C:4]([C:8]2[CH:13]=[CH:12][C:11]([C:14]([F:17])([F:16])[F:15])=[CH:10][CH:9]=2)[C:3]=1[C:18]([O:20][CH3:21])=[O:19].[Br:22]N1C(=O)CCC1=O, predict the reaction product. The product is: [Br:22][CH2:1][C:2]1[CH:7]=[CH:6][CH:5]=[C:4]([C:8]2[CH:13]=[CH:12][C:11]([C:14]([F:15])([F:16])[F:17])=[CH:10][CH:9]=2)[C:3]=1[C:18]([O:20][CH3:21])=[O:19]. (5) Given the reactants C([O:4][CH:5]1[S:22][C@H:21]([CH2:23][O:24][C:25](=[O:27])[CH3:26])[C@@H:16]([O:17][C:18](=[O:20])[CH3:19])[C@H:11]([O:12][C:13](=[O:15])[CH3:14])[C@H:6]1[O:7][C:8](=[O:10])[CH3:9])(=O)C.C(O)(=O)C.Cl, predict the reaction product. The product is: [C:8]([O:7][C@@H:6]1[C@@H:11]([O:12][C:13](=[O:15])[CH3:14])[C@H:16]([O:17][C:18](=[O:20])[CH3:19])[C@@H:21]([CH2:23][O:24][C:25](=[O:27])[CH3:26])[S:22][CH:5]1[OH:4])(=[O:10])[CH3:9]. (6) The product is: [C:35]([O:34][C:32]([N:26]1[CH2:31][CH2:30][N:29]([CH2:20][C:11]2[C:12](=[O:19])[N:13]([CH2:15][CH:16]([CH3:17])[CH3:18])[N:14]=[C:9]([C:3]3[CH:4]=[CH:5][C:6]([F:8])=[CH:7][C:2]=3[F:1])[CH:10]=2)[CH2:28][CH2:27]1)=[O:33])([CH3:38])([CH3:36])[CH3:37]. Given the reactants [F:1][C:2]1[CH:7]=[C:6]([F:8])[CH:5]=[CH:4][C:3]=1[C:9]1[CH:10]=[C:11]([CH2:20]OS(C)(=O)=O)[C:12](=[O:19])[N:13]([CH2:15][CH:16]([CH3:18])[CH3:17])[N:14]=1.[N:26]1([C:32]([O:34][C:35]([CH3:38])([CH3:37])[CH3:36])=[O:33])[CH2:31][CH2:30][NH:29][CH2:28][CH2:27]1, predict the reaction product. (7) Given the reactants [NH2:1][CH2:2][C@@H:3]1[C@H:8]([CH3:9])[CH2:7][CH2:6][CH2:5][N:4]1[C:10]([C:12]1[CH:17]=[C:16]([CH3:18])[CH:15]=[CH:14][C:13]=1[N:19]1[N:23]=[CH:22][CH:21]=[N:20]1)=[O:11].Cl[C:25]1[N:26]=[N:27][C:28]([CH3:31])=[CH:29][CH:30]=1, predict the reaction product. The product is: [CH3:9][C@@H:8]1[CH2:7][CH2:6][CH2:5][N:4]([C:10]([C:12]2[CH:17]=[C:16]([CH3:18])[CH:15]=[CH:14][C:13]=2[N:19]2[N:23]=[CH:22][CH:21]=[N:20]2)=[O:11])[C@@H:3]1[CH2:2][NH:1][C:25]1[N:26]=[N:27][C:28]([CH3:31])=[CH:29][CH:30]=1.